Dataset: Reaction yield outcomes from USPTO patents with 853,638 reactions. Task: Predict the reaction yield, written as a fraction of the theoretical maximum amount of product (1.0 means a 100% yield; for example, 0.34 means a 34% yield). (1) The reactants are Cl[C:2]1[CH:3]=[C:4]2[C:9](=[CH:10][CH:11]=1)[C:8]([C:12]1[CH:24]=[CH:23][C:22]3[C:21]4[C:16](=[CH:17][CH:18]=[CH:19][CH:20]=4)[C:15]([CH3:26])([CH3:25])[C:14]=3[CH:13]=1)=[N:7][CH:6]=[CH:5]2.[Br-].[CH:28]([Zn+])([CH3:30])[CH3:29]. The catalyst is C1(C)C=CC=CC=1. The product is [CH3:26][C:15]1([CH3:25])[C:14]2[CH:13]=[C:12]([C:8]3[C:9]4[C:4](=[CH:3][C:2]([CH:28]([CH3:30])[CH3:29])=[CH:11][CH:10]=4)[CH:5]=[CH:6][N:7]=3)[CH:24]=[CH:23][C:22]=2[C:21]2[C:16]1=[CH:17][CH:18]=[CH:19][CH:20]=2. The yield is 0.730. (2) The reactants are [NH:1]1[C:11]2[C:6](=[CH:7][CH:8]=[CH:9][CH:10]=2)[C:4](=O)[C:2]1=[O:3].[CH3:12][O:13][C:14]1[CH:23]=[CH:22][C:17]([C:18]([NH:20][NH2:21])=[O:19])=[CH:16][CH:15]=1. No catalyst specified. The product is [CH2:2]([N:1]1[C:11]2[C:6](=[CH:7][CH:8]=[CH:9][CH:10]=2)/[C:4](=[N:21]/[NH:20][C:18](=[O:19])[C:17]2[CH:16]=[CH:15][C:14]([O:13][CH3:12])=[CH:23][CH:22]=2)/[C:2]1=[O:3])[CH2:4][CH2:6][CH2:7][CH2:8][CH3:9]. The yield is 0.790. (3) The reactants are Br[C:2]1[CH:3]=[C:4]2[C:8](=[CH:9][C:10]=1[NH:11][C:12](=[O:14])[CH3:13])[N:7]([C:15]([C:28]1[CH:33]=[CH:32][CH:31]=[CH:30][CH:29]=1)([C:22]1[CH:27]=[CH:26][CH:25]=[CH:24][CH:23]=1)[C:16]1[CH:21]=[CH:20][CH:19]=[CH:18][CH:17]=1)[N:6]=[C:5]2[C:34]1[CH:39]=[CH:38][N:37]=[C:36]([CH3:40])[CH:35]=1.[CH2:41]([Sn](CCCC)(CCCC)C=C)[CH2:42]CC. The catalyst is C1(C)C=CC=CC=1.C1C=CC([P]([Pd]([P](C2C=CC=CC=2)(C2C=CC=CC=2)C2C=CC=CC=2)([P](C2C=CC=CC=2)(C2C=CC=CC=2)C2C=CC=CC=2)[P](C2C=CC=CC=2)(C2C=CC=CC=2)C2C=CC=CC=2)(C2C=CC=CC=2)C2C=CC=CC=2)=CC=1. The product is [CH3:40][C:36]1[CH:35]=[C:34]([C:5]2[C:4]3[C:8](=[CH:9][C:10]([NH:11][C:12](=[O:14])[CH3:13])=[C:2]([CH:41]=[CH2:42])[CH:3]=3)[N:7]([C:15]([C:22]3[CH:23]=[CH:24][CH:25]=[CH:26][CH:27]=3)([C:28]3[CH:29]=[CH:30][CH:31]=[CH:32][CH:33]=3)[C:16]3[CH:21]=[CH:20][CH:19]=[CH:18][CH:17]=3)[N:6]=2)[CH:39]=[CH:38][N:37]=1. The yield is 0.900. (4) The reactants are C([O:4][C@@H:5]1[C@@H:17]([O:18]C(=O)C)[C@H:16]([O:22]C(=O)C)[C@@H:15]([CH2:26][O:27]C(=O)C)[O:14][C@H:6]1[S:7][C:8]1[CH:13]=[CH:12][CH:11]=[CH:10][CH:9]=1)(=O)C.C[O-].[Na+]. The catalyst is CO.C(Cl)Cl. The product is [CH:11]1[CH:10]=[CH:9][C:8]([S:7][C@@H:6]2[O:14][C@H:15]([CH2:26][OH:27])[C@@H:16]([OH:22])[C@H:17]([OH:18])[C@H:5]2[OH:4])=[CH:13][CH:12]=1. The yield is 0.810. (5) The reactants are C([O:3][C:4]([C:6]1[C:16]2=[C:17]3[C:12](=[CH:13][CH:14]=[CH:15]2)[CH2:11][CH2:10][CH2:9][N:8]3[CH:7]=1)=[O:5])C.[OH-].[Na+]. The catalyst is C(O)C.O. The product is [C:6]1([C:4]([OH:5])=[O:3])[C:16]2=[C:17]3[C:12](=[CH:13][CH:14]=[CH:15]2)[CH2:11][CH2:10][CH2:9][N:8]3[CH:7]=1. The yield is 0.850. (6) The reactants are [Br:1][C:2]1[CH:7]=[CH:6][C:5]([S:8]([N:11]2[CH2:15][CH2:14][CH2:13][CH:12]2[CH2:16][OH:17])(=[O:10])=[O:9])=[CH:4][CH:3]=1.N1C=CN=C1.[C:23]([Si:27](Cl)([CH3:29])[CH3:28])([CH3:26])([CH3:25])[CH3:24]. The catalyst is C(Cl)Cl. The product is [Br:1][C:2]1[CH:3]=[CH:4][C:5]([S:8]([N:11]2[CH2:15][CH2:14][CH2:13][CH:12]2[CH2:16][O:17][Si:27]([C:23]([CH3:26])([CH3:25])[CH3:24])([CH3:29])[CH3:28])(=[O:10])=[O:9])=[CH:6][CH:7]=1. The yield is 0.990. (7) The reactants are C(C1C=CC(C([N:9]2[C:18]3[C:17]4[CH:19]=[C:20]([Cl:23])[CH:21]=[CH:22][C:16]=4[N:15]([C:24]([C:26]4[CH:33]=[CH:32][C:29]([C:30]#[N:31])=[C:28]([CH3:34])[CH:27]=4)=[O:25])[CH2:14][CH2:13][C:12]=3[N:11]=[C:10]2[CH3:35])=O)=CC=1C)#N.[OH-].[Na+]. The catalyst is CO. The product is [Cl:23][C:20]1[CH:21]=[CH:22][C:16]2[N:15]([C:24]([C:26]3[CH:33]=[CH:32][C:29]([C:30]#[N:31])=[C:28]([CH3:34])[CH:27]=3)=[O:25])[CH2:14][CH2:13][C:12]3[N:11]=[C:10]([CH3:35])[NH:9][C:18]=3[C:17]=2[CH:19]=1. The yield is 0.890. (8) The reactants are C(OC(=O)[N:7]([C:16]1[CH:21]=[C:20]([F:22])[CH:19]=[C:18]([O:23][C:24]2[CH:29]=[CH:28][CH:27]=[C:26]([NH:30][C:31]([N:33]([CH3:35])[CH3:34])=[O:32])[CH:25]=2)[C:17]=1[C:36](=[O:38])[NH2:37])[C:8]1[CH:13]=[CH:12][C:11]([I:14])=[CH:10][C:9]=1[F:15])(C)(C)C.C(O)(C(F)(F)F)=O. The catalyst is C(Cl)Cl. The product is [CH3:34][N:33]([CH3:35])[C:31](=[O:32])[NH:30][C:26]1[CH:25]=[C:24]([CH:29]=[CH:28][CH:27]=1)[O:23][C:18]1[CH:19]=[C:20]([F:22])[CH:21]=[C:16]([NH:7][C:8]2[CH:13]=[CH:12][C:11]([I:14])=[CH:10][C:9]=2[F:15])[C:17]=1[C:36]([NH2:37])=[O:38]. The yield is 0.163.